From a dataset of Catalyst prediction with 721,799 reactions and 888 catalyst types from USPTO. Predict which catalyst facilitates the given reaction. (1) Reactant: [O:1]1[CH2:6][CH2:5][N:4]([C:7]2[N:12]=[C:11]([N:13]3[CH2:18][CH2:17][O:16][CH2:15][CH2:14]3)[N:10]=[C:9]([C:19]3[CH:24]=[CH:23][C:22]([NH:25][C:26](=[O:37])[NH:27][C:28]4[CH:36]=[CH:35][C:31]([C:32]([OH:34])=O)=[CH:30][CH:29]=4)=[CH:21][CH:20]=3)[N:8]=2)[CH2:3][CH2:2]1.CCN(C(C)C)C(C)C.CN(C(ON1N=NC2C=CC=CC1=2)=[N+](C)C)C.F[P-](F)(F)(F)(F)F.[N:71]12[CH2:78][CH2:77][CH:74]([CH2:75][CH2:76]1)[CH:73]([NH2:79])[CH2:72]2. Product: [O:16]1[CH2:15][CH2:14][N:13]([C:11]2[N:12]=[C:7]([N:4]3[CH2:3][CH2:2][O:1][CH2:6][CH2:5]3)[N:8]=[C:9]([C:19]3[CH:20]=[CH:21][C:22]([NH:25][C:26](=[O:37])[NH:27][C:28]4[CH:36]=[CH:35][C:31]([C:32]([NH:79][CH:73]5[CH:74]6[CH2:77][CH2:78][N:71]([CH2:76][CH2:75]6)[CH2:72]5)=[O:34])=[CH:30][CH:29]=4)=[CH:23][CH:24]=3)[N:10]=2)[CH2:18][CH2:17]1. The catalyst class is: 37. (2) Reactant: Br[C:2]1[CH:3]=[C:4]([CH2:8][C:9]([O:11][CH2:12][CH3:13])=[O:10])[CH:5]=[CH:6][CH:7]=1.O.[F-].C([N+](CCCC)(CCCC)CCCC)CCC.[CH:33]#[C:34][CH2:35][CH2:36][CH3:37]. Product: [C:33]([C:2]1[CH:3]=[C:4]([CH2:8][C:9]([O:11][CH2:12][CH3:13])=[O:10])[CH:5]=[CH:6][CH:7]=1)#[C:34][CH2:35][CH2:36][CH3:37]. The catalyst class is: 189. (3) Reactant: [O:1]1[CH2:6][CH2:5][CH2:4][CH:3]([CH2:7][CH2:8][OH:9])[CH2:2]1.C(N(CC)CC)C.[CH3:17][S:18](Cl)(=[O:20])=[O:19]. Product: [CH3:17][S:18]([O:9][CH2:8][CH2:7][CH:3]1[CH2:4][CH2:5][CH2:6][O:1][CH2:2]1)(=[O:20])=[O:19]. The catalyst class is: 4. (4) Reactant: [CH3:1][O:2][C:3]1[CH:4]=[C:5]([CH:21]=[C:22]([O:26][CH3:27])[C:23]=1[O:24][CH3:25])[CH2:6][C:7]1[C:16]2[C:11](=[C:12]([OH:20])[C:13]([O:17][CH2:18][CH3:19])=[CH:14][CH:15]=2)[CH:10]=[N:9][CH:8]=1.Cl.COC1C=C(C=C(OC)C=1OC)C[C:35]1C2C(=C(O)C(OCC)=CC=2)C=[N:37][CH:36]=1.C([O-])([O-])=O.[Cs+].[Cs+].C(N(CC)CC)C.ClCC#N. Product: [CH3:1][O:2][C:3]1[CH:4]=[C:5]([CH:21]=[C:22]([O:26][CH3:27])[C:23]=1[O:24][CH3:25])[CH2:6][C:7]1[C:16]2[C:11](=[C:12]([O:20][CH2:35][C:36]#[N:37])[C:13]([O:17][CH2:18][CH3:19])=[CH:14][CH:15]=2)[CH:10]=[N:9][CH:8]=1. The catalyst class is: 18. (5) Reactant: [CH2:1]([NH:8][C:9](=[O:31])[N:10]([C:12]1[CH:13]=[C:14]([C:18]2[CH:23]=[CH:22][C:21]([CH2:24][CH2:25][C:26]([O:28][CH3:29])=[O:27])=[CH:20][C:19]=2[OH:30])[CH:15]=[CH:16][CH:17]=1)[CH3:11])[CH2:2][CH2:3][CH2:4][CH2:5][CH2:6][CH3:7].Br[CH2:33][CH2:34][CH:35]([CH3:37])[CH3:36].C(=O)([O-])[O-].[K+].[K+].[I-].[Na+]. Product: [CH2:1]([NH:8][C:9](=[O:31])[N:10]([C:12]1[CH:13]=[C:14]([C:18]2[CH:23]=[CH:22][C:21]([CH2:24][CH2:25][C:26]([O:28][CH3:29])=[O:27])=[CH:20][C:19]=2[O:30][CH2:33][CH2:34][CH:35]([CH3:37])[CH3:36])[CH:15]=[CH:16][CH:17]=1)[CH3:11])[CH2:2][CH2:3][CH2:4][CH2:5][CH2:6][CH3:7]. The catalyst class is: 311. (6) Reactant: [F:1][C:2]([F:29])([F:28])[O:3][C:4]1[CH:9]=[CH:8][C:7]([N:10]2[CH:14]=[N:13][C:12]([C:15]3[CH:20]=[CH:19][C:18](/[CH:21]=[CH:22]/[C:23]([O:25]CC)=[O:24])=[CH:17][CH:16]=3)=[N:11]2)=[CH:6][CH:5]=1.[OH-].[Na+].Cl. Product: [F:29][C:2]([F:1])([F:28])[O:3][C:4]1[CH:9]=[CH:8][C:7]([N:10]2[CH:14]=[N:13][C:12]([C:15]3[CH:20]=[CH:19][C:18](/[CH:21]=[CH:22]/[C:23]([OH:25])=[O:24])=[CH:17][CH:16]=3)=[N:11]2)=[CH:6][CH:5]=1. The catalyst class is: 449. (7) Reactant: I[C:2]1[C:10]2[C:5](=[CH:6][CH:7]=[C:8]([NH:11][S:12]([C:15]3[CH:20]=[CH:19][CH:18]=[CH:17][C:16]=3[S:21]([CH3:24])(=[O:23])=[O:22])(=[O:14])=[O:13])[CH:9]=2)[N:4](C(OC(C)(C)C)=O)[N:3]=1.[F:32][C:33]1[CH:38]=[CH:37][C:36](/[CH:39]=[CH:40]/B(O)O)=[CH:35][CH:34]=1.C(=O)([O-])O.[Na+]. Product: [F:32][C:33]1[CH:38]=[CH:37][C:36](/[CH:39]=[CH:40]/[C:2]2[C:10]3[C:5](=[CH:6][CH:7]=[C:8]([NH:11][S:12]([C:15]4[CH:20]=[CH:19][CH:18]=[CH:17][C:16]=4[S:21]([CH3:24])(=[O:22])=[O:23])(=[O:13])=[O:14])[CH:9]=3)[NH:4][N:3]=2)=[CH:35][CH:34]=1. The catalyst class is: 9. (8) Reactant: [NH2:1][CH2:2][C:3]1[CH:4]=[C:5]([CH2:9][N:10]2[C:18]3[C:13](=[C:14]([CH:19]([F:21])[F:20])[CH:15]=[CH:16][CH:17]=3)[C:12]([N:22]([S:32]([C:35]3[S:36][C:37]([Cl:40])=[CH:38][CH:39]=3)(=[O:34])=[O:33])[S:23]([C:26]3[S:27][C:28]([Cl:31])=[CH:29][CH:30]=3)(=[O:25])=[O:24])=[N:11]2)[CH:6]=[CH:7][CH:8]=1.C(N(CC)CC)C.[C:48](OC(=O)C)(=[O:50])[CH3:49]. Product: [Cl:31][C:28]1[S:27][C:26]([S:23]([N:22]([S:32]([C:35]2[S:36][C:37]([Cl:40])=[CH:38][CH:39]=2)(=[O:33])=[O:34])[C:12]2[C:13]3[C:18](=[CH:17][CH:16]=[CH:15][C:14]=3[CH:19]([F:20])[F:21])[N:10]([CH2:9][C:5]3[CH:4]=[C:3]([CH2:2][NH:1][C:48](=[O:50])[CH3:49])[CH:8]=[CH:7][CH:6]=3)[N:11]=2)(=[O:25])=[O:24])=[CH:30][CH:29]=1. The catalyst class is: 4. (9) Reactant: [H-].[Na+].[S:3]1([C:14]2[C:9](=[CH:10][CH:11]=[CH:12][CH:13]=2)[C:7](=[O:8])[NH:6]1)(=[O:5])=[O:4].[CH2:15](Br)[C:16]1[CH:21]=[CH:20][CH:19]=[CH:18][CH:17]=1. Product: [CH2:15]([N:6]1[C:7](=[O:8])[C:9]2[CH:10]=[CH:11][CH:12]=[CH:13][C:14]=2[S:3]1(=[O:4])=[O:5])[C:16]1[CH:21]=[CH:20][CH:19]=[CH:18][CH:17]=1. The catalyst class is: 39.